This data is from Catalyst prediction with 721,799 reactions and 888 catalyst types from USPTO. The task is: Predict which catalyst facilitates the given reaction. Reactant: [Cl:1][C:2]1[C:13]([Cl:14])=[CH:12][C:11]([Cl:15])=[CH:10][C:3]=1[C:4]([NH:6][CH2:7][CH:8]=O)=[O:5].Cl.[NH2:17][OH:18].[C:19]([O-:22])(=O)C.[Na+]. Product: [Cl:1][C:2]1[C:13]([Cl:14])=[CH:12][C:11]([Cl:15])=[CH:10][C:3]=1[C:4]([NH:6][CH2:7][CH2:8][N:17]([CH:19]=[O:22])[OH:18])=[O:5]. The catalyst class is: 5.